From a dataset of Reaction yield outcomes from USPTO patents with 853,638 reactions. Predict the reaction yield, written as a fraction of the theoretical maximum amount of product (1.0 means a 100% yield; for example, 0.34 means a 34% yield). (1) The reactants are [CH3:1][O:2][C:3](=[O:15])[NH:4][CH2:5][C:6]1[CH:11]=[CH:10][C:9]([Cl:12])=[C:8]([CH2:13][OH:14])[CH:7]=1. The catalyst is CC#N.O=[Mn]=O. The product is [CH3:1][O:2][C:3](=[O:15])[NH:4][CH2:5][C:6]1[CH:11]=[CH:10][C:9]([Cl:12])=[C:8]([CH:13]=[O:14])[CH:7]=1. The yield is 0.920. (2) The product is [C:16]([O:15][C:13](=[O:14])[NH:12][CH2:11][C:8]1[CH:7]=[C:3]2[C:2](=[CH:10][CH:9]=1)[N:1]=[C:23]([CH3:24])[N:30]([CH:31]1[CH2:36][CH2:35][C:34](=[O:37])[NH:33][C:32]1=[O:38])[C:4]2=[O:6])([CH3:19])([CH3:18])[CH3:17]. The catalyst is C(#N)C.O. The reactants are [NH2:1][C:2]1[CH:10]=[CH:9][C:8]([CH2:11][NH:12][C:13]([O:15][C:16]([CH3:19])([CH3:18])[CH3:17])=[O:14])=[CH:7][C:3]=1[C:4]([OH:6])=O.N1[CH:24]=[CH:23]N=C1.C(Cl)(=O)C.Cl.[NH2:30][CH:31]1[CH2:36][CH2:35][C:34](=[O:37])[NH:33][C:32]1=[O:38].P(OC1C=CC=CC=1)(OC1C=CC=CC=1)OC1C=CC=CC=1. The yield is 0.700. (3) The product is [C:1]([C@H:5]1[CH2:6][CH2:7][C@H:8]([O:11][C:12]2[C:13]([F:31])=[C:14]3[C:19](=[CH:20][CH:21]=2)[CH:18]=[C:17]([CH2:22][N:23]2[CH2:26][CH:25]([C:27]([OH:29])=[O:28])[CH2:24]2)[CH:16]=[CH:15]3)[CH2:9][CH2:10]1)([CH3:4])([CH3:2])[CH3:3]. The reactants are [C:1]([C@H:5]1[CH2:10][CH2:9][C@H:8]([O:11][C:12]2[C:13]([F:31])=[C:14]3[C:19](=[CH:20][CH:21]=2)[CH:18]=[C:17]([CH2:22][N:23]2[CH2:26][CH:25]([C:27]([O:29]C)=[O:28])[CH2:24]2)[CH:16]=[CH:15]3)[CH2:7][CH2:6]1)([CH3:4])([CH3:3])[CH3:2].[OH-].[Na+].Cl. The catalyst is CCO. The yield is 0.780. (4) The reactants are [Cl-].O[NH3+:3].[C:4](=[O:7])([O-])[OH:5].[Na+].CS(C)=O.[CH3:13][C:14]1([CH3:50])[CH:23]=[CH:22][C:21]2[C:16](=[CH:17][CH:18]=[C:19]([N:24]3[C:29](=[O:30])[C:28]([CH2:31][C:32]4[CH:37]=[CH:36][C:35]([C:38]5[C:39]([C:44]#[N:45])=[CH:40][CH:41]=[CH:42][CH:43]=5)=[CH:34][CH:33]=4)=[C:27]([CH2:46][CH2:47][CH3:48])[N:26]=[C:25]3[CH3:49])[CH:20]=2)[O:15]1. The catalyst is C(OCC)(=O)C. The product is [CH3:13][C:14]1([CH3:50])[CH:23]=[CH:22][C:21]2[C:16](=[CH:17][CH:18]=[C:19]([N:24]3[C:29](=[O:30])[C:28]([CH2:31][C:32]4[CH:37]=[CH:36][C:35]([C:38]5[CH:43]=[CH:42][CH:41]=[CH:40][C:39]=5[C:44]5[NH:3][C:4](=[O:7])[O:5][N:45]=5)=[CH:34][CH:33]=4)=[C:27]([CH2:46][CH2:47][CH3:48])[N:26]=[C:25]3[CH3:49])[CH:20]=2)[O:15]1. The yield is 0.740. (5) The reactants are [N+:1]([C:4]1[CH:18]=[CH:17][CH:16]=[CH:15][C:5]=1[O:6][C:7]1[CH:8]=[C:9]([CH:12]=[CH:13][CH:14]=1)[C:10]#[N:11])([O-])=O. The catalyst is CCO. The product is [NH2:1][C:4]1[CH:18]=[CH:17][CH:16]=[CH:15][C:5]=1[O:6][C:7]1[CH:8]=[C:9]([CH:12]=[CH:13][CH:14]=1)[C:10]#[N:11]. The yield is 0.990. (6) The reactants are [F:1][CH:2]([F:23])[O:3][C:4]1[CH:9]=[CH:8][C:7]([C:10]2[CH:18]=[CH:17][CH:16]=[C:15]3[C:11]=2[CH2:12][CH2:13][C:14]3=[O:19])=[C:6]([OH:20])[C:5]=1[O:21][CH3:22].C(=O)([O-])[O-].[K+].[K+].Br[CH2:31][C:32]1[CH:37]=[CH:36][C:35]([S:38]([CH3:41])(=[O:40])=[O:39])=[CH:34][CH:33]=1. The catalyst is C(#N)C. The product is [F:1][CH:2]([F:23])[O:3][C:4]1[CH:9]=[CH:8][C:7]([C:10]2[CH:18]=[CH:17][CH:16]=[C:15]3[C:11]=2[CH2:12][CH2:13][C:14]3=[O:19])=[C:6]([O:20][CH2:31][C:32]2[CH:33]=[CH:34][C:35]([S:38]([CH3:41])(=[O:40])=[O:39])=[CH:36][CH:37]=2)[C:5]=1[O:21][CH3:22]. The yield is 0.240. (7) The reactants are [H-].[Na+].[Cl:3][C:4]1[CH:5]=[CH:6][C:7]2[N:11]=[CH:10][N:9]([C:12]3[CH:17]=[CH:16][C:15]([NH:18][C:19](=[O:21])[CH3:20])=[CH:14][CH:13]=3)[C:8]=2[CH:22]=1.Br[CH2:24][CH2:25][O:26][CH:27]1[CH2:32][CH2:31][CH2:30][CH2:29][O:28]1.O. The catalyst is CN(C)C=O. The product is [Cl:3][C:4]1[CH:5]=[CH:6][C:7]2[N:11]=[CH:10][N:9]([C:12]3[CH:13]=[CH:14][C:15]([N:18]([CH2:24][CH2:25][O:26][CH:27]4[CH2:32][CH2:31][CH2:30][CH2:29][O:28]4)[C:19](=[O:21])[CH3:20])=[CH:16][CH:17]=3)[C:8]=2[CH:22]=1. The yield is 0.700. (8) The reactants are [Cl-].O[NH3+:3].[C:4](=[O:7])([O-])[OH:5].[Na+].[F:9][C:10]1[CH:15]=[CH:14][C:13]([C:16](=[O:49])[CH2:17][N:18]2[C:23](=[O:24])[C:22]3[CH:25]=[C:26]([CH2:28][C:29]([F:32])([F:31])[F:30])[S:27][C:21]=3[N:20]([CH2:33][C:34]3[CH:39]=[CH:38][C:37]([C:40]4[C:41]([C:46]#[N:47])=[CH:42][CH:43]=[CH:44][CH:45]=4)=[CH:36][CH:35]=3)[C:19]2=[O:48])=[CH:12][CH:11]=1.II. The catalyst is C(Cl)(Cl)Cl.C(Cl)Cl.CS(C)=O. The product is [F:9][C:10]1[CH:15]=[CH:14][C:13]([C:16](=[O:49])[CH2:17][N:18]2[C:23](=[O:24])[C:22]3[CH:25]=[C:26]([CH2:28][C:29]([F:31])([F:32])[F:30])[S:27][C:21]=3[N:20]([CH2:33][C:34]3[CH:39]=[CH:38][C:37]([C:40]4[CH:45]=[CH:44][CH:43]=[CH:42][C:41]=4[C:46]4[NH:3][C:4](=[O:7])[O:5][N:47]=4)=[CH:36][CH:35]=3)[C:19]2=[O:48])=[CH:12][CH:11]=1. The yield is 0.140.